This data is from Forward reaction prediction with 1.9M reactions from USPTO patents (1976-2016). The task is: Predict the product of the given reaction. (1) Given the reactants FC(F)(F)C1C=CC(CBr)=CC=1.Br[CH2:14][CH:15]1[CH2:17][CH2:16]1.[CH3:18][C:19]1[N:20]=[C:21]([N:29]2[C:33](=[O:34])[NH:32][N:31]=[CH:30]2)[S:22][C:23]=1[C:24]([O:26][CH2:27][CH3:28])=[O:25], predict the reaction product. The product is: [CH:17]1([CH2:16][N:32]2[C:33](=[O:34])[N:29]([C:21]3[S:22][C:23]([C:24]([O:26][CH2:27][CH3:28])=[O:25])=[C:19]([CH3:18])[N:20]=3)[CH:30]=[N:31]2)[CH2:15][CH2:14]1. (2) Given the reactants [C:1]([C:3]1[CH:8]=[CH:7][C:6]([N:9]([CH2:14][C:15]([CH3:18])([CH3:17])[CH3:16])[CH2:10][C:11]([OH:13])=O)=[CH:5][C:4]=1[C:19]([F:22])([F:21])[F:20])#[N:2].C(Cl)(=O)C(Cl)=O.[NH4+:29].[OH-], predict the reaction product. The product is: [C:1]([C:3]1[CH:8]=[CH:7][C:6]([N:9]([CH2:14][C:15]([CH3:16])([CH3:18])[CH3:17])[CH2:10][C:11]([NH2:29])=[O:13])=[CH:5][C:4]=1[C:19]([F:22])([F:20])[F:21])#[N:2]. (3) Given the reactants [C:1]([O:5][C:6](=[O:16])[NH:7][C:8]1[CH:13]=[C:12]([F:14])[CH:11]=[CH:10][C:9]=1[Br:15])([CH3:4])([CH3:3])[CH3:2].[H-].[Na+].I[CH3:20], predict the reaction product. The product is: [C:1]([O:5][C:6](=[O:16])[N:7]([C:8]1[CH:13]=[C:12]([F:14])[CH:11]=[CH:10][C:9]=1[Br:15])[CH3:20])([CH3:4])([CH3:2])[CH3:3]. (4) The product is: [N:21]1([C@H:19]2[CH2:20][C@H:17]([O:16][C:13]3[CH:14]=[CH:15][C:10]([C:9]4[S:37][C:2]5[CH:7]=[CH:6][N:5]=[CH:4][C:3]=5[N:8]=4)=[CH:11][CH:12]=3)[CH2:18]2)[CH2:26][CH2:25][CH2:24][CH2:23][CH2:22]1. Given the reactants Cl[C:2]1[CH:7]=[CH:6][N:5]=[CH:4][C:3]=1[NH:8][C:9](=O)[C:10]1[CH:15]=[CH:14][C:13]([O:16][C@H:17]2[CH2:20][C@H:19]([N:21]3[CH2:26][CH2:25][CH2:24][CH2:23][CH2:22]3)[CH2:18]2)=[CH:12][CH:11]=1.COC1C=CC(P2(=S)SP(C3C=CC(OC)=CC=3)(=S)[S:37]2)=CC=1, predict the reaction product.